This data is from Peptide-MHC class I binding affinity with 185,985 pairs from IEDB/IMGT. The task is: Regression. Given a peptide amino acid sequence and an MHC pseudo amino acid sequence, predict their binding affinity value. This is MHC class I binding data. The peptide sequence is ILGVFRRPF. The MHC is HLA-B39:01 with pseudo-sequence HLA-B39:01. The binding affinity (normalized) is 0.0847.